This data is from Cav3 T-type calcium channel HTS with 100,875 compounds. The task is: Binary Classification. Given a drug SMILES string, predict its activity (active/inactive) in a high-throughput screening assay against a specified biological target. The result is 1 (active). The compound is S(=O)(=O)(N1CCC(CC1)Cc1ccccc1)c1cc(S(=O)(=O)N2CCOCC2)ccc1.